Dataset: Reaction yield outcomes from USPTO patents with 853,638 reactions. Task: Predict the reaction yield, written as a fraction of the theoretical maximum amount of product (1.0 means a 100% yield; for example, 0.34 means a 34% yield). The reactants are [CH2:1]([CH:4]1[NH:8][C@H:7]([C:9]([O:11][CH2:12][C:13]2[CH:18]=[CH:17][CH:16]=[CH:15][CH:14]=2)=[O:10])[CH2:6][CH2:5]1)[CH:2]=[CH2:3].[C:19]([O:23][C:24]([NH:26][C@@H:27]([CH2:31][CH:32]=[CH2:33])[C:28](O)=[O:29])=[O:25])([CH3:22])([CH3:21])[CH3:20].CCN=C=NCCCN(C)C.Cl.C1C=CC2N(O)N=NC=2C=1.CCN(C(C)C)C(C)C. The catalyst is CN(C=O)C.O. The product is [CH2:1]([CH:4]1[N:8]([C:28](=[O:29])[C@@H:27]([NH:26][C:24]([O:23][C:19]([CH3:22])([CH3:21])[CH3:20])=[O:25])[CH2:31][CH:32]=[CH2:33])[C@H:7]([C:9]([O:11][CH2:12][C:13]2[CH:14]=[CH:15][CH:16]=[CH:17][CH:18]=2)=[O:10])[CH2:6][CH2:5]1)[CH:2]=[CH2:3]. The yield is 0.629.